This data is from Full USPTO retrosynthesis dataset with 1.9M reactions from patents (1976-2016). The task is: Predict the reactants needed to synthesize the given product. (1) Given the product [F:8][C:6]1[CH:5]=[C:4]([CH:9]([F:13])[C:10]([NH:14][C@H:15]([C:17]([NH:19][CH:20]2[N:26]=[C:25]([C:27]3[CH:32]=[CH:31][CH:30]=[CH:29][CH:28]=3)[C:24]3[CH:33]=[CH:34][CH:35]=[CH:36][C:23]=3[N:22]([CH3:37])[C:21]2=[O:38])=[O:18])[CH3:16])=[O:12])[CH:3]=[C:2]([F:1])[CH:7]=1, predict the reactants needed to synthesize it. The reactants are: [F:1][C:2]1[CH:3]=[C:4]([CH:9]([F:13])[C:10]([OH:12])=O)[CH:5]=[C:6]([F:8])[CH:7]=1.[NH2:14][C@H:15]([C:17]([NH:19][CH:20]1[N:26]=[C:25]([C:27]2[CH:32]=[CH:31][CH:30]=[CH:29][CH:28]=2)[C:24]2[CH:33]=[CH:34][CH:35]=[CH:36][C:23]=2[N:22]([CH3:37])[C:21]1=[O:38])=[O:18])[CH3:16]. (2) Given the product [ClH:23].[CH3:1][O:2][N:3]=[C:4]1[CH2:5][C@@H:6]([C:16]2[O:20][N:19]=[C:18]([CH3:21])[N:17]=2)[NH:7][CH2:8]1, predict the reactants needed to synthesize it. The reactants are: [CH3:1][O:2][N:3]=[C:4]1[CH2:8][N:7](C(OC(C)(C)C)=O)[C@H:6]([C:16]2[O:20][N:19]=[C:18]([CH3:21])[N:17]=2)[CH2:5]1.C(Cl)[Cl:23]. (3) Given the product [CH2:19]([CH:18]([CH2:21][CH3:22])[CH2:17][CH2:16][C@@:2]1([CH3:1])[C:3](=[O:14])[O:4][CH2:5][C@H:6]([C:8]2[CH:13]=[CH:12][CH:11]=[CH:10][CH:9]=2)[NH:7]1)[CH3:20], predict the reactants needed to synthesize it. The reactants are: [CH3:1][C:2]1[C:3](=[O:14])[O:4][CH2:5][C@H:6]([C:8]2[CH:13]=[CH:12][CH:11]=[CH:10][CH:9]=2)[N:7]=1.Br[CH2:16][CH2:17][CH:18]([CH2:21][CH3:22])[CH2:19][CH3:20].